Dataset: Forward reaction prediction with 1.9M reactions from USPTO patents (1976-2016). Task: Predict the product of the given reaction. (1) Given the reactants C(OC([N:8]1[CH2:13][CH2:12][CH:11]([N:14]2[C:27]3[CH:26]=[CH:25][C:24]([C:28]4[CH:33]=[CH:32][N:31]=[CH:30][CH:29]=4)=[CH:23][C:22]=3[O:21][C:20]3[C:15]2=[CH:16][CH:17]=[CH:18][CH:19]=3)[CH2:10][CH2:9]1)=O)(C)(C)C.C(OC(N1CCC(N2C3C=CC(C4NN=NN=4)=CC=3OC3C2=CC=CC=3)CC1)=O)(C)(C)C.[C:66]([OH:72])([C:68]([F:71])([F:70])[F:69])=[O:67].Cl, predict the reaction product. The product is: [NH:8]1[CH2:9][CH2:10][CH:11]([N:14]2[C:27]3[CH:26]=[CH:25][C:24]([C:28]4[CH:29]=[CH:30][N:31]=[CH:32][CH:33]=4)=[CH:23][C:22]=3[O:21][C:20]3[C:15]2=[CH:16][CH:17]=[CH:18][CH:19]=3)[CH2:12][CH2:13]1.[C:66]([OH:72])([C:68]([F:71])([F:70])[F:69])=[O:67]. (2) Given the reactants [F:1][C:2]1[CH:3]=[C:4]([CH:7]=[CH:8][CH:9]=1)[C:5]#[N:6].C(OB1OC(C)(C)C(C)(C)O1)(C)C.C([N-]C(C)C)(C)C.[Li+].Br[C:32]1[N:37]=[CH:36][CH:35]=[CH:34][N:33]=1.FC1C=C(C=CC=1C1N=CC=CN=1)C#N, predict the reaction product. The product is: [F:1][C:2]1[C:3]([C:32]2[N:37]=[CH:36][CH:35]=[CH:34][N:33]=2)=[C:4]([CH:7]=[CH:8][CH:9]=1)[C:5]#[N:6].